From a dataset of Reaction yield outcomes from USPTO patents with 853,638 reactions. Predict the reaction yield, written as a fraction of the theoretical maximum amount of product (1.0 means a 100% yield; for example, 0.34 means a 34% yield). (1) The reactants are Br[C:2]1[CH:3]=[C:4]2[C:8](=[CH:9][CH:10]=1)[NH:7][CH:6]=[C:5]2[CH2:11][C:12]([OH:14])=[O:13].C([Li])(C)(C)C.[B:20](OC(C)C)([O:25]C(C)C)[O:21]C(C)C. The catalyst is C1COCC1. The product is [C:12]([CH2:11][C:5]1[C:4]2[C:8](=[CH:9][CH:10]=[C:2]([B:20]([OH:25])[OH:21])[CH:3]=2)[NH:7][CH:6]=1)([OH:14])=[O:13]. The yield is 0.200. (2) The reactants are [I:1][C:2]1[C:6]([CH:7]=O)=[CH:5][N:4]([CH:9]2[CH2:14][CH2:13][CH2:12][CH2:11][O:10]2)[N:3]=1.[CH3:15][N:16]([CH2:24][CH2:25][NH:26][CH3:27])[C:17](=[O:23])[O:18][C:19]([CH3:22])([CH3:21])[CH3:20].[BH-](OC(C)=O)(OC(C)=O)OC(C)=O.[Na+]. The catalyst is ClC(Cl)C.ClCCl. The product is [I:1][C:2]1[C:6]([CH2:7][N:26]([CH3:27])[CH2:25][CH2:24][N:16]([CH3:15])[C:17](=[O:23])[O:18][C:19]([CH3:20])([CH3:21])[CH3:22])=[CH:5][N:4]([CH:9]2[CH2:14][CH2:13][CH2:12][CH2:11][O:10]2)[N:3]=1. The yield is 0.920. (3) The reactants are [C:1]([CH2:4][CH2:5][C:6]1[C:11]([C:12]([OH:14])=[O:13])=[C:10]([OH:15])[C:9]([CH3:16])=[N:8][CH:7]=1)([OH:3])=[O:2].Cl. The catalyst is CO. The yield is 0.713. The product is [C:1]([CH:4]=[CH:5][C:6]1[C:11]([C:12]([OH:14])=[O:13])=[C:10]([OH:15])[C:9]([CH3:16])=[N:8][CH:7]=1)([OH:3])=[O:2].